This data is from Peptide-MHC class I binding affinity with 185,985 pairs from IEDB/IMGT. The task is: Regression. Given a peptide amino acid sequence and an MHC pseudo amino acid sequence, predict their binding affinity value. This is MHC class I binding data. (1) The peptide sequence is RMILPMSRAFR. The MHC is HLA-B51:01 with pseudo-sequence HLA-B51:01. The binding affinity (normalized) is 0.0847. (2) The binding affinity (normalized) is 0.262. The MHC is HLA-B35:01 with pseudo-sequence HLA-B35:01. The peptide sequence is LPSIPVHPI. (3) The peptide sequence is YAAQGYKVL. The MHC is Patr-A0401 with pseudo-sequence Patr-A0401. The binding affinity (normalized) is 0. (4) The peptide sequence is DTLKVCIGY. The MHC is HLA-A11:01 with pseudo-sequence HLA-A11:01. The binding affinity (normalized) is 0.0847. (5) The MHC is HLA-A24:03 with pseudo-sequence HLA-A24:03. The binding affinity (normalized) is 0.0847. The peptide sequence is KTSLSNLLA. (6) The peptide sequence is MVASDVCKK. The MHC is HLA-A03:01 with pseudo-sequence HLA-A03:01. The binding affinity (normalized) is 0.484. (7) The peptide sequence is KAALDLSHFL. The MHC is HLA-B44:02 with pseudo-sequence HLA-B44:02. The binding affinity (normalized) is 0.